Dataset: Forward reaction prediction with 1.9M reactions from USPTO patents (1976-2016). Task: Predict the product of the given reaction. (1) Given the reactants C(OC([N:8]([C@H:10]1[CH2:14][CH2:13][N:12]([S:15]([C:18]2[C:19]3[C:20]([Br:29])=[CH:21][N:22]=[C:23]([Cl:28])[C:24]=3[CH:25]=[CH:26][CH:27]=2)(=[O:17])=[O:16])[CH2:11]1)[CH3:9])=O)(C)(C)C.C(OC([NH:37]C1CCN(S(C2C3C(Cl)=CN=C(Cl)C=3C=CC=2)(=O)=O)C1)=O)(C)(C)C, predict the reaction product. The product is: [NH2:37][C:23]1[C:24]2[CH:25]=[CH:26][CH:27]=[C:18]([S:15]([N:12]3[CH2:13][CH2:14][C@H:10]([NH:8][CH3:9])[CH2:11]3)(=[O:17])=[O:16])[C:19]=2[C:20]([Br:29])=[CH:21][N:22]=1.[ClH:28]. (2) Given the reactants [C:1](Cl)(=O)C.[NH2:5][C:6]1[C:10]([CH3:11])=[C:9]([CH3:12])[NH:8][C:7]=1[C:13]([O:15]C)=O.[CH3:17][CH2:18][N:19](C(C)C)C(C)C.C([O-])(O)=O.[Na+].[OH-].[Na+].COS(OC)(=O)=O, predict the reaction product. The product is: [CH3:17][C:18]1[NH:19][C:13](=[O:15])[C:7]2[N:8]([CH3:1])[C:9]([CH3:12])=[C:10]([CH3:11])[C:6]=2[N:5]=1. (3) Given the reactants Br[CH2:2][C:3]1[CH:8]=[CH:7][C:6]([C:9]([OH:18])([C:14]([F:17])([F:16])[F:15])[C:10]([F:13])([F:12])[F:11])=[CH:5][CH:4]=1.[N+:19]([C:22]1[CH:33]=[CH:32][C:25]([O:26][CH:27]2[CH2:31][CH2:30][NH:29][CH2:28]2)=[CH:24][CH:23]=1)([O-:21])=[O:20].C(=O)([O-])[O-].[K+].[K+], predict the reaction product. The product is: [F:11][C:10]([F:13])([F:12])[C:9]([C:6]1[CH:7]=[CH:8][C:3]([CH2:2][N:29]2[CH2:30][CH2:31][CH:27]([O:26][C:25]3[CH:24]=[CH:23][C:22]([N+:19]([O-:21])=[O:20])=[CH:33][CH:32]=3)[CH2:28]2)=[CH:4][CH:5]=1)([OH:18])[C:14]([F:17])([F:16])[F:15].